From a dataset of Drug-target binding data from BindingDB using Ki measurements. Regression. Given a target protein amino acid sequence and a drug SMILES string, predict the binding affinity score between them. We predict pKi (pKi = -log10(Ki in M); higher means stronger inhibition). Dataset: bindingdb_ki. (1) The small molecule is COc1ccc2c3c1O[C@H]1C(=O)CCC4(O)[C@@H](C2)N(C)CC[C@]314. The target is MLLARMKPQVQPELGGADQ. The pKi is 5.0. (2) The compound is CN[C@@H]1CC[C@@H](c2ccc(Cl)c(Cl)c2)c2ccccc21. The target is MLLARMKPQVQPELGGADQ. The pKi is 8.0.